This data is from Catalyst prediction with 721,799 reactions and 888 catalyst types from USPTO. The task is: Predict which catalyst facilitates the given reaction. (1) Reactant: FC(F)(F)[C:3](O)=[O:4].FC(F)(F)C(O)=O.[NH2:15][CH2:16][CH2:17][CH2:18][CH2:19][C:20]1[CH:38]=[CH:37][C:23]([C:24]([NH:26][CH2:27][CH2:28][N:29]2[CH2:34][CH2:33][S:32](=[O:36])(=[O:35])[CH2:31][CH2:30]2)=[O:25])=[C:22]([NH:39][CH2:40][CH3:41])[N:21]=1.C(N(CC)CC)C.CN(C=O)C.[C:54]([O:58][C:59](=[O:69])[NH:60][C:61]1[CH:66]=[CH:65][C:64]([CH2:67][NH2:68])=[CH:63][N:62]=1)([CH3:57])([CH3:56])[CH3:55]. Product: [O:35]=[S:32]1(=[O:36])[CH2:33][CH2:34][N:29]([CH2:28][CH2:27][NH:26][C:24]([C:23]2[CH:37]=[CH:38][C:20]([CH2:19][CH2:18][CH2:17][CH2:16][NH:15][C:3]([NH:68][CH2:67][C:64]3[CH:65]=[CH:66][C:61]([NH:60][C:59](=[O:69])[O:58][C:54]([CH3:57])([CH3:55])[CH3:56])=[N:62][CH:63]=3)=[O:4])=[N:21][C:22]=2[NH:39][CH2:40][CH3:41])=[O:25])[CH2:30][CH2:31]1. The catalyst class is: 230. (2) Reactant: [Cl:1][C:2]1[CH:3]=[C:4]([C:10]2([C:39]([F:42])([F:41])[F:40])[O:14][N:13]=[C:12]([C:15]3[C:24]4[C:19](=[CH:20][CH:21]=[CH:22][CH:23]=4)[C:18]([C:25]([NH:27][CH2:28][CH2:29][S:30]([CH3:38])=[N:31]C(=O)C(F)(F)F)=[O:26])=[CH:17][CH:16]=3)[CH2:11]2)[CH:5]=[C:6]([Cl:9])[C:7]=1[Cl:8].C(=O)([O-])[O-].[K+].[K+]. Product: [Cl:1][C:2]1[CH:3]=[C:4]([C:10]2([C:39]([F:40])([F:42])[F:41])[O:14][N:13]=[C:12]([C:15]3[C:24]4[C:19](=[CH:20][CH:21]=[CH:22][CH:23]=4)[C:18]([C:25]([NH:27][CH2:28][CH2:29][S:30]([CH3:38])=[NH:31])=[O:26])=[CH:17][CH:16]=3)[CH2:11]2)[CH:5]=[C:6]([Cl:9])[C:7]=1[Cl:8]. The catalyst class is: 5.